Dataset: Full USPTO retrosynthesis dataset with 1.9M reactions from patents (1976-2016). Task: Predict the reactants needed to synthesize the given product. (1) Given the product [CH3:6][C:7]1[CH:12]=[C:11]([CH3:13])[CH:10]=[CH:9][C:8]=1[CH:14]1[CH2:15][CH2:16][CH2:17][C:1]1=[O:3], predict the reactants needed to synthesize it. The reactants are: [CH:1]([OH:3])=O.OO.[CH3:6][C:7]1[CH:12]=[C:11]([CH3:13])[CH:10]=[CH:9][C:8]=1[C:14]1C[CH2:17][CH2:16][CH:15]=1. (2) Given the product [Cl:31][C:28]1[CH:29]=[CH:30][C:25]([C:23](=[O:24])[CH2:22][NH:1][C:2]2[CH:9]=[CH:8][CH:7]=[C:4]([CH2:5][OH:6])[CH:3]=2)=[CH:26][CH:27]=1, predict the reactants needed to synthesize it. The reactants are: [NH2:1][C:2]1[CH:3]=[C:4]([CH:7]=[CH:8][CH:9]=1)[CH2:5][OH:6].C(=O)([O-])[O-].[K+].[K+].CN(C=O)C.Br[CH2:22][C:23]([C:25]1[CH:30]=[CH:29][C:28]([Cl:31])=[CH:27][CH:26]=1)=[O:24]. (3) Given the product [C:13]1([C:8]2[CH:9]=[C:10]3[C:11]([NH2:12])=[N:7][NH:6][C:5]3=[N:2][N:3]=2)[CH:18]=[CH:17][CH:16]=[CH:15][CH:14]=1, predict the reactants needed to synthesize it. The reactants are: O.[NH2:2][NH2:3].Cl[C:5]1[N:6]=[N:7][C:8]([C:13]2[CH:18]=[CH:17][CH:16]=[CH:15][CH:14]=2)=[CH:9][C:10]=1[C:11]#[N:12]. (4) Given the product [O:39]=[S:38]1(=[O:40])[CH2:37][CH2:36][CH2:35][N:18]1[C:14]1[CH:13]=[C:12]([C:11]2[N:5]3[C:6]([CH:7]=[N:8][C:3]([S:2][CH3:1])=[N:4]3)=[CH:9][CH:10]=2)[CH:17]=[CH:16][CH:15]=1, predict the reactants needed to synthesize it. The reactants are: [CH3:1][S:2][C:3]1[N:8]=[CH:7][C:6]2=[CH:9][CH:10]=[C:11]([C:12]3[CH:13]=[C:14]([NH2:18])[CH:15]=[CH:16][CH:17]=3)[N:5]2[N:4]=1.C(N(CC)C(C)C)(C)C.C(=O)([O-])[O-].[K+].[K+].Cl[CH2:35][CH2:36][CH2:37][S:38](Cl)(=[O:40])=[O:39]. (5) The reactants are: [C:1]([Si:5]([CH3:28])([CH3:27])[O:6][C:7]1[CH:26]=[CH:25][C:10]2[C:11]3[CH:20]([OH:21])[O:19][C:18]4[C:13](=[CH:14][CH:15]=[CH:16][CH:17]=4)[C:12]=3[CH2:22][CH2:23][O:24][C:9]=2[CH:8]=1)([CH3:4])([CH3:3])[CH3:2].I[C:30]1[CH:44]=[CH:43][C:33]([O:34][CH2:35][CH2:36][N:37]2[CH2:42][CH2:41][CH2:40][CH2:39][CH2:38]2)=[CH:32][CH:31]=1. Given the product [C:1]([Si:5]([CH3:27])([CH3:28])[O:6][C:7]1[CH:26]=[CH:25][C:10]2[C:11]([CH:20]([OH:21])[C:30]3[CH:31]=[CH:32][C:33]([O:34][CH2:35][CH2:36][N:37]4[CH2:38][CH2:39][CH2:40][CH2:41][CH2:42]4)=[CH:43][CH:44]=3)=[C:12]([C:13]3[CH:14]=[CH:15][CH:16]=[CH:17][C:18]=3[OH:19])[CH2:22][CH2:23][O:24][C:9]=2[CH:8]=1)([CH3:2])([CH3:4])[CH3:3], predict the reactants needed to synthesize it. (6) Given the product [Br:21][C:22]1[CH:23]=[C:24]([N:25]=[CH:1][CH:15]2[C:16](=[O:18])[O:17][C:12]([CH3:20])([CH3:11])[O:13][C:14]2=[O:19])[CH:26]=[CH:27][CH:28]=1, predict the reactants needed to synthesize it. The reactants are: [CH:1](OCC)(OCC)OCC.[CH3:11][C:12]1([CH3:20])[O:17][C:16](=[O:18])[CH2:15][C:14](=[O:19])[O:13]1.[Br:21][C:22]1[CH:23]=[C:24]([CH:26]=[CH:27][CH:28]=1)[NH2:25]. (7) Given the product [OH:10][CH:11]([CH2:32][OH:33])[CH2:12][O:13][C:14]1[CH:15]=[CH:16][C:17]([C:20]#[C:21][C:22]2[CH:23]=[CH:24][C:25]([C:26]([OH:28])=[O:27])=[CH:30][CH:31]=2)=[CH:18][CH:19]=1, predict the reactants needed to synthesize it. The reactants are: [OH-].[Na+].C1COCC1.CO.[OH:10][CH:11]([CH2:32][OH:33])[CH2:12][O:13][C:14]1[CH:19]=[CH:18][C:17]([C:20]#[C:21][C:22]2[CH:31]=[CH:30][C:25]([C:26]([O:28]C)=[O:27])=[CH:24][CH:23]=2)=[CH:16][CH:15]=1. (8) Given the product [Cl:1][C:2]1[C:7]2[O:8][CH2:9][O:10][C:6]=2[CH:5]=[C:4]([C:15]2[N:20]=[C:19]([NH2:21])[N:18]=[C:17]([NH:22][CH3:23])[CH:16]=2)[CH:3]=1, predict the reactants needed to synthesize it. The reactants are: [Cl:1][C:2]1[C:7]2[O:8][CH2:9][O:10][C:6]=2[CH:5]=[C:4](B(O)O)[CH:3]=1.I[C:15]1[N:20]=[C:19]([NH2:21])[N:18]=[C:17]([NH:22][CH3:23])[CH:16]=1. (9) Given the product [N:42]1([CH2:47][CH2:48][NH:49][C:13](=[O:15])[C:12]2[CH:11]=[CH:10][C:9]([B:4]3[O:5][C:6]([CH3:7])([CH3:8])[C:2]([CH3:1])([CH3:18])[O:3]3)=[CH:17][CH:16]=2)[CH2:46][CH2:45][CH2:44][CH2:43]1, predict the reactants needed to synthesize it. The reactants are: [CH3:1][C:2]1([CH3:18])[C:6]([CH3:8])([CH3:7])[O:5][B:4]([C:9]2[CH:17]=[CH:16][C:12]([C:13]([OH:15])=O)=[CH:11][CH:10]=2)[O:3]1.C(Cl)CCl.C1C=CC2N(O)N=NC=2C=1.C(N(C(C)C)CC)(C)C.[N:42]1([CH2:47][CH2:48][NH2:49])[CH2:46][CH2:45][CH2:44][CH2:43]1. (10) Given the product [N:33]([CH2:18][C:3]1([CH3:1])[CH2:4][O:5][CH:6]([C:9]2[N:13]([CH3:14])[N:12]=[CH:11][C:10]=2[N+:15]([O-:17])=[O:16])[O:7][CH2:8]1)=[N+:34]=[N-:35], predict the reactants needed to synthesize it. The reactants are: [CH2:1]([C:3]1([CH2:18]O)[CH2:8][O:7][CH:6]([C:9]2[N:13]([CH3:14])[N:12]=[CH:11][C:10]=2[N+:15]([O-:17])=[O:16])[O:5][CH2:4]1)C.CCN(CC)CC.CS(Cl)(=O)=O.Cl.[N-:33]=[N+:34]=[N-:35].[Na+].